Dataset: Catalyst prediction with 721,799 reactions and 888 catalyst types from USPTO. Task: Predict which catalyst facilitates the given reaction. (1) Reactant: C([O:5][C:6]([CH:8]1[CH:12]([C:13]2[CH:18]=[CH:17][CH:16]=[C:15]([Cl:19])[C:14]=2[F:20])[C:11]([C:23]2[CH:28]=[CH:27][C:26]([Cl:29])=[CH:25][C:24]=2[F:30])([C:21]#[N:22])[CH:10]([CH2:31][C:32]([CH2:36][CH3:37])([CH3:35])[CH2:33][CH3:34])[NH:9]1)=[O:7])(C)(C)C.[F:38][C:39]([F:44])([F:43])[C:40]([OH:42])=[O:41]. Product: [F:38][C:39]([F:44])([F:43])[C:40]([OH:42])=[O:41].[Cl:19][C:15]1[C:14]([F:20])=[C:13]([CH:12]2[C:11]([C:23]3[CH:28]=[CH:27][C:26]([Cl:29])=[CH:25][C:24]=3[F:30])([C:21]#[N:22])[CH:10]([CH2:31][C:32]([CH2:33][CH3:34])([CH3:35])[CH2:36][CH3:37])[NH:9][CH:8]2[C:6]([OH:7])=[O:5])[CH:18]=[CH:17][CH:16]=1. The catalyst class is: 4. (2) Reactant: N1N[N:3]=[N:4][C:5]=1[C:6]1[N:11]=[C:10]([C:12]2[CH:17]=[CH:16][CH:15]=[CH:14][N:13]=2)[CH:9]=[CH:8][CH:7]=1.[C:18](Cl)(=[O:28])[C:19]1[CH:27]=[CH:26][C:22]([C:23](Cl)=[O:24])=[CH:21][CH:20]=1.O. Product: [N:11]1[C:6]([C:5]2[O:28][C:18]([C:19]3[CH:27]=[CH:26][C:22]([C:23]4[O:24][C:5]([C:6]5[N:11]=[C:10]([C:12]6[CH:17]=[CH:16][CH:15]=[CH:14][N:13]=6)[CH:9]=[CH:8][CH:7]=5)=[N:4][N:3]=4)=[CH:21][CH:20]=3)=[N:3][N:4]=2)=[CH:7][CH:8]=[CH:9][C:10]=1[C:12]1[CH:17]=[CH:16][CH:15]=[CH:14][N:13]=1. The catalyst class is: 17. (3) Reactant: [C:1]([C:5]1[CH:10]=[CH:9][C:8]([C:11]2[N:15]([CH3:16])[N:14]=[C:13]([C:17](=O)[CH3:18])[C:12]=2[OH:20])=[CH:7][CH:6]=1)([CH3:4])([CH3:3])[CH3:2].[N+:21]([C:24]1[CH:33]=[C:32]([C:34]([NH:36][NH2:37])=[O:35])[CH:31]=[CH:30][C:25]=1[C:26]([O:28][CH3:29])=[O:27])([O-:23])=[O:22]. Product: [C:1]([C:5]1[CH:10]=[CH:9][C:8]([C:11]2[N:15]([CH3:16])[N:14]=[C:13]([C:17](=[N:37][NH:36][C:34]([C:32]3[CH:31]=[CH:30][C:25]([C:26]([O:28][CH3:29])=[O:27])=[C:24]([N+:21]([O-:23])=[O:22])[CH:33]=3)=[O:35])[CH3:18])[C:12]=2[OH:20])=[CH:7][CH:6]=1)([CH3:4])([CH3:3])[CH3:2]. The catalyst class is: 32.